From a dataset of Reaction yield outcomes from USPTO patents with 853,638 reactions. Predict the reaction yield, written as a fraction of the theoretical maximum amount of product (1.0 means a 100% yield; for example, 0.34 means a 34% yield). (1) The reactants are C1C=CC=CC=1.[Br:7][C:8]1[CH:9]=[C:10]([CH:13]=[O:14])[S:11][CH:12]=1.[CH2:15](O)[CH2:16][OH:17].O.C1(C)C=CC(S(O)(=O)=O)=CC=1. The catalyst is CCOCC.O. The product is [Br:7][C:8]1[CH:9]=[C:10]([CH:13]2[O:17][CH2:16][CH2:15][O:14]2)[S:11][CH:12]=1. The yield is 0.900. (2) The reactants are [CH3:1][O:2][C:3]1[C:4]([CH:22]=[CH2:23])=[CH:5][C:6]2[CH2:7][CH2:8][C@@H:9]3[C@@H:18]([C:19]=2[CH:20]=1)[CH2:17][CH2:16][C@@:14]1([CH3:15])[C@H:10]3[CH2:11][CH2:12][C@@H:13]1[OH:21].C([Sn-3](CCCC)(CCCC)C=C)CCC.[Cl-].[Li+].C1C=CN=CC=1.F. The catalyst is CN(C=O)C.CCOC(C)=O.Cl[Pd](Cl)([P](C1C=CC=CC=1)(C1C=CC=CC=1)C1C=CC=CC=1)[P](C1C=CC=CC=1)(C1C=CC=CC=1)C1C=CC=CC=1.C(C1C=C(C)C=C(C(C)(C)C)C=1O)(C)(C)C. The product is [CH3:1][O:2][C:3]1[C:4]([CH:22]=[CH2:23])=[CH:5][C:6]2[CH2:7][CH2:8][C@@H:9]3[C@@H:18]([C:19]=2[CH:20]=1)[CH2:17][CH2:16][C@@:14]1([CH3:15])[C@H:10]3[CH2:11][CH2:12][C:13]1=[O:21]. The yield is 0.600. (3) The reactants are Br[C:2]1[C:3](=[O:10])[N:4]([CH3:9])[CH:5]=[C:6]([Br:8])[CH:7]=1.N[C:12]1[N:17]=[CH:16][CH:15]=[CH:14][N:13]=1.C(=O)([O-])[O-].[Cs+].[Cs+].CC1(C)C2C(=C(P(C3C=CC=CC=3)C3C=CC=CC=3)C=CC=2)OC2C(P(C3C=CC=CC=3)C3C=CC=CC=3)=CC=CC1=2.C[N:67](C=O)C. The catalyst is C(Cl)Cl.CO.O.C1C=CC(/C=C/C(/C=C/C2C=CC=CC=2)=O)=CC=1.C1C=CC(/C=C/C(/C=C/C2C=CC=CC=2)=O)=CC=1.C1C=CC(/C=C/C(/C=C/C2C=CC=CC=2)=O)=CC=1.[Pd].[Pd].O1CCOCC1. The product is [Br:8][C:6]1[CH:7]=[C:2]([NH:67][C:14]2[CH:15]=[CH:16][N:17]=[CH:12][N:13]=2)[C:3](=[O:10])[N:4]([CH3:9])[CH:5]=1. The yield is 0.580. (4) The reactants are Br[C:2]1[CH:9]=[N:8][CH:7]=[C:6]([N:10]2[CH2:22][CH2:21][N:13]3[C:14]4[CH2:15][CH2:16][CH2:17][CH2:18][C:19]=4[CH:20]=[C:12]3[C:11]2=[O:23])[C:3]=1[CH:4]=[O:5].[CH3:24][N:25]1[CH:30]=[C:29](B2OC(C)(C)C(C)(C)O2)[CH:28]=[C:27]([NH:40][C:41]2[CH:46]=[CH:45][C:44]([N:47]3[CH2:52][CH2:51][N:50]([CH3:53])[CH2:49][CH2:48]3)=[CH:43][N:42]=2)[C:26]1=[O:54].[O-]P([O-])([O-])=O.[K+].[K+].[K+].CC([O-])=O.[Na+]. The catalyst is C(#N)C.O.C1C=CC(P(C2C=CC=CC=2)[C-]2C=CC=C2)=CC=1.C1C=CC(P(C2C=CC=CC=2)[C-]2C=CC=C2)=CC=1.Cl[Pd]Cl.[Fe+2]. The product is [CH3:24][N:25]1[C:26](=[O:54])[C:27]([NH:40][C:41]2[CH:46]=[CH:45][C:44]([N:47]3[CH2:52][CH2:51][N:50]([CH3:53])[CH2:49][CH2:48]3)=[CH:43][N:42]=2)=[CH:28][C:29]([C:2]2[CH:9]=[N:8][CH:7]=[C:6]([N:10]3[CH2:22][CH2:21][N:13]4[C:14]5[CH2:15][CH2:16][CH2:17][CH2:18][C:19]=5[CH:20]=[C:12]4[C:11]3=[O:23])[C:3]=2[CH:4]=[O:5])=[CH:30]1. The yield is 0.430. (5) The reactants are [C:1]1([S:11]([NH2:14])(=[O:13])=[O:12])[C:2]([S:7]([NH2:10])(=[O:9])=[O:8])=[CH:3][CH:4]=[CH:5][CH:6]=1.[Br:15][C:16]1[C:24]([O:25][CH3:26])=[CH:23][C:19]([C:20](O)=[O:21])=[CH:18][C:17]=1[O:27][CH3:28].Cl.CN(C)CCCN=C=NCC.O. The catalyst is CN(C)C1C=CN=CC=1.CN(C)C=O. The product is [Br:15][C:16]1[C:24]([O:25][CH3:26])=[CH:23][C:19]([C:20]([NH:10][S:7]([C:2]2[CH:3]=[CH:4][CH:5]=[CH:6][C:1]=2[S:11](=[O:13])(=[O:12])[NH2:14])(=[O:9])=[O:8])=[O:21])=[CH:18][C:17]=1[O:27][CH3:28]. The yield is 0.560.